Task: Regression. Given a peptide amino acid sequence and an MHC pseudo amino acid sequence, predict their binding affinity value. This is MHC class II binding data.. Dataset: Peptide-MHC class II binding affinity with 134,281 pairs from IEDB (1) The binding affinity (normalized) is 0.759. The peptide sequence is LIRKKLMTSPKWVQM. The MHC is DRB1_0405 with pseudo-sequence DRB1_0405. (2) The peptide sequence is YNTDGSTDYGILQINSR. The MHC is DRB1_0401 with pseudo-sequence DRB1_0401. The binding affinity (normalized) is 0.322. (3) The peptide sequence is GTVVLTATFALGAAL. The MHC is HLA-DQA10501-DQB10201 with pseudo-sequence HLA-DQA10501-DQB10201. The binding affinity (normalized) is 0.0959. (4) The peptide sequence is YVDEHLMCEIEGHHL. The MHC is DRB1_1501 with pseudo-sequence DRB1_1501. The binding affinity (normalized) is 0.345. (5) The peptide sequence is RTKYTATISGLKPGV. The MHC is HLA-DPA10201-DPB10101 with pseudo-sequence HLA-DPA10201-DPB10101. The binding affinity (normalized) is 0.419. (6) The peptide sequence is ENALSLLDKIYTSPLC. The MHC is DRB1_1201 with pseudo-sequence DRB1_1201. The binding affinity (normalized) is 0.549. (7) The binding affinity (normalized) is 0.373. The peptide sequence is GELQIVDKIDAAFKE. The MHC is DRB1_0101 with pseudo-sequence DRB1_0101. (8) The peptide sequence is RVYCDPCRAGFETNV. The MHC is DRB1_1602 with pseudo-sequence DRB1_1602. The binding affinity (normalized) is 0.0377. (9) The binding affinity (normalized) is 0.102. The peptide sequence is IPFVHLGHRDALEDD. The MHC is HLA-DQA10501-DQB10201 with pseudo-sequence HLA-DQA10501-DQB10201. (10) The peptide sequence is AAATAATTVYGAFAA. The MHC is HLA-DPA10103-DPB10401 with pseudo-sequence HLA-DPA10103-DPB10401. The binding affinity (normalized) is 0.276.